Dataset: Reaction yield outcomes from USPTO patents with 853,638 reactions. Task: Predict the reaction yield, written as a fraction of the theoretical maximum amount of product (1.0 means a 100% yield; for example, 0.34 means a 34% yield). (1) The reactants are Cl.[CH2:2]([O:4][C:5](=[O:18])[C@H:6]([CH2:8][C:9]1[CH:14]=[CH:13][C:12]([N+:15]([O-:17])=[O:16])=[CH:11][CH:10]=1)[NH2:7])[CH3:3].C(N(CC)CC)C.[C:26](O[C:26]([O:28][C:29]([CH3:32])([CH3:31])[CH3:30])=[O:27])([O:28][C:29]([CH3:32])([CH3:31])[CH3:30])=[O:27]. The catalyst is C(Cl)Cl. The product is [C:26]([NH:7][C@H:6]([C:5]([O:4][CH2:2][CH3:3])=[O:18])[CH2:8][C:9]1[CH:14]=[CH:13][C:12]([N+:15]([O-:17])=[O:16])=[CH:11][CH:10]=1)([O:28][C:29]([CH3:32])([CH3:31])[CH3:30])=[O:27]. The yield is 1.00. (2) The reactants are [CH3:1][C:2]1[CH:7]=[CH:6][C:5]([C:8]2[C:16]3[C:11](=[CH:12][CH:13]=[CH:14][CH:15]=3)[NH:10][N:9]=2)=[CH:4][CH:3]=1.CC[O-].[Na+].[Cl:21][C:22]1[CH:29]=[CH:28][C:25]([CH2:26]Cl)=[CH:24][CH:23]=1. The catalyst is CCO. The product is [Cl:21][C:22]1[CH:29]=[CH:28][C:25]([CH2:26][N:9]2[C:8]([C:5]3[CH:4]=[CH:3][C:2]([CH3:1])=[CH:7][CH:6]=3)=[C:16]3[C:11]([CH:12]=[CH:13][CH:14]=[CH:15]3)=[N:10]2)=[CH:24][CH:23]=1. The yield is 0.0300. (3) The reactants are Br[CH2:2][C:3]([C:5]1[CH:10]=[CH:9][C:8]([CH:11]([CH3:13])[CH3:12])=[CH:7][CH:6]=1)=[O:4].[CH3:14][C:15]1[CH:16]=[C:17]([OH:23])[CH:18]=[C:19]([CH3:22])[C:20]=1[CH3:21].C(=O)([O-])[O-].[K+].[K+].O. The catalyst is C(#N)C. The product is [CH3:14][C:15]1[CH:16]=[C:17]([CH:18]=[C:19]([CH3:22])[C:20]=1[CH3:21])[O:23][CH2:2][C:3]([C:5]1[CH:10]=[CH:9][C:8]([CH:11]([CH3:13])[CH3:12])=[CH:7][CH:6]=1)=[O:4]. The yield is 0.960.